This data is from NCI-60 drug combinations with 297,098 pairs across 59 cell lines. The task is: Regression. Given two drug SMILES strings and cell line genomic features, predict the synergy score measuring deviation from expected non-interaction effect. (1) Drug 1: CC1C(C(CC(O1)OC2CC(CC3=C2C(=C4C(=C3O)C(=O)C5=C(C4=O)C(=CC=C5)OC)O)(C(=O)CO)O)N)O.Cl. Drug 2: B(C(CC(C)C)NC(=O)C(CC1=CC=CC=C1)NC(=O)C2=NC=CN=C2)(O)O. Cell line: UACC62. Synergy scores: CSS=12.6, Synergy_ZIP=-0.160, Synergy_Bliss=2.77, Synergy_Loewe=-16.8, Synergy_HSA=1.79. (2) Drug 1: CNC(=O)C1=CC=CC=C1SC2=CC3=C(C=C2)C(=NN3)C=CC4=CC=CC=N4. Drug 2: CCCCC(=O)OCC(=O)C1(CC(C2=C(C1)C(=C3C(=C2O)C(=O)C4=C(C3=O)C=CC=C4OC)O)OC5CC(C(C(O5)C)O)NC(=O)C(F)(F)F)O. Cell line: NCIH23. Synergy scores: CSS=2.58, Synergy_ZIP=0.588, Synergy_Bliss=0.716, Synergy_Loewe=-0.0360, Synergy_HSA=-0.164. (3) Drug 1: C1CC(C1)(C(=O)O)C(=O)O.[NH2-].[NH2-].[Pt+2]. Drug 2: CC1=C2C(C(=O)C3(C(CC4C(C3C(C(C2(C)C)(CC1OC(=O)C(C(C5=CC=CC=C5)NC(=O)C6=CC=CC=C6)O)O)OC(=O)C7=CC=CC=C7)(CO4)OC(=O)C)O)C)OC(=O)C. Cell line: OVCAR-4. Synergy scores: CSS=11.9, Synergy_ZIP=-3.03, Synergy_Bliss=-2.20, Synergy_Loewe=-42.5, Synergy_HSA=-4.28. (4) Drug 1: CCN(CC)CCNC(=O)C1=C(NC(=C1C)C=C2C3=C(C=CC(=C3)F)NC2=O)C. Drug 2: CN(CCCl)CCCl.Cl. Cell line: HCT116. Synergy scores: CSS=46.4, Synergy_ZIP=-2.12, Synergy_Bliss=-4.72, Synergy_Loewe=-9.78, Synergy_HSA=-4.75.